This data is from Full USPTO retrosynthesis dataset with 1.9M reactions from patents (1976-2016). The task is: Predict the reactants needed to synthesize the given product. Given the product [F:30][C:28]([F:29])([F:31])[O:27][C:24]1[CH:23]=[CH:22][C:21]([C:20]#[C:19][CH2:18][CH2:17][CH2:16][O:15][C:12]2[CH:13]=[C:14]3[C:9]([CH:8]=[CH:7][N:6]3[CH2:5][C:4]([OH:32])=[O:3])=[CH:10][CH:11]=2)=[CH:26][CH:25]=1, predict the reactants needed to synthesize it. The reactants are: C([O:3][C:4](=[O:32])[CH2:5][N:6]1[C:14]2[C:9](=[CH:10][CH:11]=[C:12]([O:15][CH2:16][CH2:17][CH2:18][C:19]#[C:20][C:21]3[CH:26]=[CH:25][C:24]([O:27][C:28]([F:31])([F:30])[F:29])=[CH:23][CH:22]=3)[CH:13]=2)[CH:8]=[CH:7]1)C.[Li+].[OH-].